Dataset: Forward reaction prediction with 1.9M reactions from USPTO patents (1976-2016). Task: Predict the product of the given reaction. Given the reactants [Cl:1][C:2]1[CH:3]=[CH:4][CH:5]=[C:6]2[C:11]=1[N:10]=[C:9]([C:12]([F:21])([F:20])[C:13]1[N:18]=[CH:17][C:16]([F:19])=[CH:15][N:14]=1)[N:8]=[C:7]2O.P(Br)(Br)(Br)=O.CCN(C(C)C)C(C)C.[CH3:37][C:38]1[NH:42][N:41]=[C:40]([NH2:43])[CH:39]=1, predict the reaction product. The product is: [Cl:1][C:2]1[CH:3]=[CH:4][CH:5]=[C:6]2[C:11]=1[N:10]=[C:9]([C:12]([F:21])([F:20])[C:13]1[N:18]=[CH:17][C:16]([F:19])=[CH:15][N:14]=1)[N:8]=[C:7]2[NH:43][C:40]1[CH:39]=[C:38]([CH3:37])[NH:42][N:41]=1.